From a dataset of Forward reaction prediction with 1.9M reactions from USPTO patents (1976-2016). Predict the product of the given reaction. (1) Given the reactants [O:1]([CH2:8][C:9]([N:11]1[CH2:16][CH2:15][CH2:14][CH2:13][CH:12]1[C:17]1[O:21][N:20]=[C:19]([C:22]2[CH:23]=[N:24][CH:25]=[C:26]([CH:30]=2)[C:27]([NH2:29])=O)[N:18]=1)=[O:10])[C:2]1[CH:7]=[CH:6][CH:5]=[CH:4][CH:3]=1.FC(F)(F)C(OC(=O)C(F)(F)F)=O, predict the reaction product. The product is: [O:1]([CH2:8][C:9]([N:11]1[CH2:16][CH2:15][CH2:14][CH2:13][C@@H:12]1[C:17]1[O:21][N:20]=[C:19]([C:22]2[CH:23]=[N:24][CH:25]=[C:26]([CH:30]=2)[C:27]#[N:29])[N:18]=1)=[O:10])[C:2]1[CH:3]=[CH:4][CH:5]=[CH:6][CH:7]=1. (2) The product is: [CH2:1]([NH:5][C:6]1[CH:11]=[C:10]([O:26][C:23]2[CH:24]=[CH:25][C:20]([C:16]([CH3:19])([CH3:18])[CH3:17])=[CH:21][CH:22]=2)[CH:9]=[CH:8][C:7]=1[N+:13]([O-:15])=[O:14])[CH2:2][CH2:3][CH3:4]. Given the reactants [CH2:1]([NH:5][C:6]1[CH:11]=[C:10](F)[CH:9]=[CH:8][C:7]=1[N+:13]([O-:15])=[O:14])[CH2:2][CH2:3][CH3:4].[C:16]([C:20]1[CH:25]=[CH:24][C:23]([OH:26])=[CH:22][CH:21]=1)([CH3:19])([CH3:18])[CH3:17].C([O-])([O-])=O.[K+].[K+], predict the reaction product. (3) The product is: [Cl:1][C:2]1[N:3]=[CH:4][N:5]=[C:6]2[NH:11][N:12]=[CH:8][C:7]=12. Given the reactants [Cl:1][C:2]1[C:7]([CH:8]=O)=[C:6](Cl)[N:5]=[CH:4][N:3]=1.[NH2:11][NH2:12].C(N(CC)CC)C, predict the reaction product. (4) Given the reactants [C:1]([O:5][C:6]([NH:8][C:9]1([C:15]([O:17][CH3:18])=[O:16])[CH2:14][CH2:13][NH:12][CH2:11][CH2:10]1)=[O:7])([CH3:4])([CH3:3])[CH3:2].[Br:19][C:20]1[CH:21]=[N:22][C:23](Cl)=[N:24][CH:25]=1.CCCCCC, predict the reaction product. The product is: [Br:19][C:20]1[CH:21]=[N:22][C:23]([N:12]2[CH2:13][CH2:14][C:9]([NH:8][C:6]([O:5][C:1]([CH3:4])([CH3:3])[CH3:2])=[O:7])([C:15]([O:17][CH3:18])=[O:16])[CH2:10][CH2:11]2)=[N:24][CH:25]=1. (5) Given the reactants [CH2:1]1[CH:5]2[CH:6]3[CH:10]=[CH:9][CH:8]([CH:4]2[CH:3]=[CH:2]1)[CH2:7]3.[CH2:11]=[CH:12][C:13]1[CH:18]=[CH:17][CH:16]=[CH:15][CH:14]=1, predict the reaction product. The product is: [CH:11]([CH:6]1[CH:5]2[CH:4]([CH2:3][CH:2]=[CH:1]2)[CH:8]([CH:9]=[CH2:10])[CH2:7]1)=[CH:12][C:13]1[CH:18]=[CH:17][CH:16]=[CH:15][CH:14]=1. (6) The product is: [NH2:1][C:2]1[CH:9]=[CH:8][C:5]([CH2:6][NH:7][C:18](=[O:17])[CH2:20][I:21])=[CH:4][CH:3]=1. Given the reactants [NH2:1][C:2]1[CH:9]=[CH:8][C:5]([CH2:6][NH2:7])=[CH:4][CH:3]=1.C1C(=O)N([O:17][C:18]([CH2:20][I:21])=O)C(=O)C1.C(N(CC)C(C)C)(C)C, predict the reaction product. (7) Given the reactants Cl[CH2:2][CH2:3][CH2:4][N:5]1[C:14]2[C:9](=[CH:10][C:11]([N+:15]([O-:17])=[O:16])=[CH:12][CH:13]=2)[CH2:8][CH2:7][C:6]1=[O:18].C(=O)([O-])[O-].[K+].[K+].[CH3:25][NH:26][CH2:27][CH2:28][OH:29].[I-].[K+], predict the reaction product. The product is: [OH:29][CH2:28][CH2:27][N:26]([CH3:25])[CH2:2][CH2:3][CH2:4][N:5]1[C:14]2[C:9](=[CH:10][C:11]([N+:15]([O-:17])=[O:16])=[CH:12][CH:13]=2)[CH2:8][CH2:7][C:6]1=[O:18]. (8) Given the reactants C(N[C:5]1[CH:10]=[CH:9][C:8]([NH:11][C:12]2[N:17]=[C:16](Cl)[C:15]([C:19]([F:22])([F:21])[F:20])=[CH:14][N:13]=2)=[C:7]([O:23][CH3:24])[CH:6]=1)(O)=O.[NH2:25][C:26]1[CH:27]=[CH:28][N:29]2[CH2:34][CH2:33][N:32]([CH2:35][CH3:36])[C:31](=[O:37])[C:30]=12.Cl.[CH2:39]([N:41]([CH:45]([CH3:47])C)[CH:42]([CH3:44])C)[CH3:40].N1([O:57][C:58](N(C)C)=[N+:59](C)C)C2C=CC=CC=2N=N1.F[B-](F)(F)F.NCCN1CCCC1, predict the reaction product. The product is: [CH3:24][O:23][C:7]1[CH:6]=[C:5]([C:58](=[O:57])[NH:59][CH2:40][CH2:39][N:41]2[CH2:42][CH2:44][CH2:47][CH2:45]2)[CH:10]=[CH:9][C:8]=1[NH:11][C:12]1[N:17]=[C:16]([NH:25][C:26]2[CH:27]=[CH:28][N:29]3[CH2:34][CH2:33][N:32]([CH2:35][CH3:36])[C:31](=[O:37])[C:30]=23)[C:15]([C:19]([F:22])([F:20])[F:21])=[CH:14][N:13]=1. (9) The product is: [CH3:10][C:9]1([CH3:11])[O:8][C:7](=[O:12])[NH:6][C:5]2[CH:13]=[CH:14][C:2]([C:22]3[CH:21]=[CH:20][CH:19]=[C:18]([N+:15]([O-:17])=[O:16])[CH:23]=3)=[CH:3][C:4]1=2. Given the reactants I[C:2]1[CH:14]=[CH:13][C:5]2[NH:6][C:7](=[O:12])[O:8][C:9]([CH3:11])([CH3:10])[C:4]=2[CH:3]=1.[N+:15]([C:18]1[CH:19]=[C:20](B(O)O)[CH:21]=[CH:22][CH:23]=1)([O-:17])=[O:16], predict the reaction product.